This data is from Full USPTO retrosynthesis dataset with 1.9M reactions from patents (1976-2016). The task is: Predict the reactants needed to synthesize the given product. (1) Given the product [Cl:15][C:16]1[CH:17]=[C:18]([C:22]#[C:23][C:2]2[N:6]=[C:5]([CH3:7])[NH:4][CH:3]=2)[CH:19]=[CH:20][CH:21]=1, predict the reactants needed to synthesize it. The reactants are: I[C:2]1[NH:6][C:5]([CH3:7])=[N:4][CH:3]=1.C(N(CC)CC)C.[Cl:15][C:16]1[CH:17]=[C:18]([C:22]#[CH:23])[CH:19]=[CH:20][CH:21]=1. (2) Given the product [Cl:17][C:16]1[C:8]2[C:9](=[C:10]([C:12]#[N:13])[N:11]=[C:6]([C:4]([NH:30][CH2:31][C:32]([OH:34])=[O:33])=[O:5])[C:7]=2[OH:26])[N:14]([CH2:18][C:19]2[CH:24]=[CH:23][CH:22]=[C:21]([F:25])[CH:20]=2)[CH:15]=1, predict the reactants needed to synthesize it. The reactants are: C(O[C:4]([C:6]1[C:7]([O:26]C(=O)C)=[C:8]2[C:16]([Cl:17])=[CH:15][N:14]([CH2:18][C:19]3[CH:24]=[CH:23][CH:22]=[C:21]([F:25])[CH:20]=3)[C:9]2=[C:10]([C:12]#[N:13])[N:11]=1)=[O:5])C.[NH2:30][CH2:31][C:32]([OH:34])=[O:33].C[O-].[Na+].CO. (3) The reactants are: Br[C:2]1[CH:6]=[CH:5][S:4][C:3]=1[CH:7]=[O:8].[F:9][C:10]([F:21])([F:20])[C:11]1[CH:16]=[CH:15][C:14](B(O)O)=[CH:13][CH:12]=1.C(N(CC)CC)C.C(=O)([O-])[O-].[Na+].[Na+]. Given the product [F:9][C:10]([F:21])([F:20])[C:11]1[CH:16]=[CH:15][C:14]([C:2]2[CH:6]=[CH:5][S:4][C:3]=2[CH:7]=[O:8])=[CH:13][CH:12]=1, predict the reactants needed to synthesize it. (4) The reactants are: [Li].Br[CH2:3][CH3:4].C([Li])C.[CH3:8][C:9]([Si:12]([CH3:34])([CH3:33])[O:13][C@H:14]1[CH2:19][CH2:18][C@H:17]2[C@H:20]3[C@H:29]([CH2:30][CH2:31][C@:15]12[CH3:16])[C@@H:28]1[C:23](=[CH:24][C:25](=[O:32])[CH2:26][CH2:27]1)[CH:22]=[CH:21]3)([CH3:11])[CH3:10].Cl[Si:36]([CH3:39])([CH3:38])[CH3:37].[Cl-].[NH4+].N. Given the product [CH3:11][C:9]([Si:12]([CH3:34])([CH3:33])[O:13][C@H:14]1[CH2:19][CH2:18][C@H:17]2[C@H:20]3[C@H:29]([CH2:30][CH2:31][C@:15]12[CH3:16])[C@@H:28]1[C:23]([CH:24]=[C:25]([O:32][Si:36]([CH3:39])([CH3:38])[CH3:37])[CH2:26][CH2:27]1)=[CH:22][C@H:21]3[CH2:3][CH3:4])([CH3:8])[CH3:10], predict the reactants needed to synthesize it. (5) Given the product [N+:1]([C:4]1[CH:11]=[CH:10][C:7]([CH2:8][CH:22]([C:20]([O:19][CH2:12][CH3:13])=[O:21])[C:51]([O:54][CH2:57][CH3:58])=[O:53])=[CH:6][CH:5]=1)([O-:3])=[O:2], predict the reactants needed to synthesize it. The reactants are: [N+:1]([C:4]1[CH:11]=[CH:10][C:7]([CH2:8]Br)=[CH:6][CH:5]=1)([O-:3])=[O:2].[CH2:12]([O:19][C:20]([CH2:22]N1CCCN2CCCN(CCCN([CH2:22][C:20]([O:19][CH2:12][C:13]3C=CC=CC=3)=[O:21])CC2)CC1)=[O:21])[C:13]1C=CC=CC=1.[C:51]([O-:54])([O-:53])=O.[K+].[K+].[CH3:57][C:58](C)=O.